This data is from Forward reaction prediction with 1.9M reactions from USPTO patents (1976-2016). The task is: Predict the product of the given reaction. (1) Given the reactants Cl.[CH3:2][NH:3][CH3:4].[C:5]1(=O)[CH2:9][CH2:8][CH2:7][CH2:6]1.[C-:11]#[N:12].[K+], predict the reaction product. The product is: [CH3:2][N:3]([CH3:4])[C:5]1([C:11]#[N:12])[CH2:9][CH2:8][CH2:7][CH2:6]1. (2) Given the reactants Cl[C:2]1[N:7]=[C:6]2[N:8]([CH3:16])[C:9](=[O:15])[N:10]([CH2:11][CH:12]3[CH2:14][CH2:13]3)[C:5]2=[CH:4][CH:3]=1.[C:17]([C:19]1[CH:24]=[CH:23][CH:22]=[CH:21][C:20]=1B1OC(C)(C)C(C)(C)O1)#[N:18].C(=O)([O-])[O-].[Cs+].[Cs+], predict the reaction product. The product is: [CH:12]1([CH2:11][N:10]2[C:5]3[C:6](=[N:7][C:2]([C:20]4[CH:21]=[CH:22][CH:23]=[CH:24][C:19]=4[C:17]#[N:18])=[CH:3][CH:4]=3)[N:8]([CH3:16])[C:9]2=[O:15])[CH2:14][CH2:13]1. (3) Given the reactants [Br:1][C:2]1[CH:3]=[C:4]2[C:9](=[CH:10][CH:11]=1)[CH2:8][CH2:7][CH:6]=[CH:5]2.C(=O)(O)[O-:13].[Na+].C1C=C(Cl)C=C(C(OO)=O)C=1, predict the reaction product. The product is: [Br:1][C:2]1[CH:3]=[C:4]2[C:9]([CH2:8][CH2:7][C@H:6]3[O:13][C@H:5]32)=[CH:10][CH:11]=1. (4) Given the reactants [C:1]1([CH:8]=[CH:7][C:5]([OH:6])=[CH:4][CH:3]=1)[OH:2].Br[CH2:10][CH:11]([CH2:16][CH3:17])[CH2:12][CH2:13][CH2:14][CH3:15].[OH-].[K+].[CH2:20]([CH:22]([CH2:25][CH2:26][CH2:27][CH3:28])[CH2:23]O)[CH3:21], predict the reaction product. The product is: [CH2:16]([CH:11]([CH2:12][CH2:13][CH2:14][CH3:15])[CH2:10][O:2][C:1]1[CH:8]=[CH:7][C:5]([O:6][CH2:23][CH:22]([CH2:20][CH3:21])[CH2:25][CH2:26][CH2:27][CH3:28])=[CH:4][CH:3]=1)[CH3:17]. (5) The product is: [F:1][C:2]1[CH:7]=[CH:6][CH:5]=[CH:4][C:3]=1[CH2:8][C:9]([Cl:14])=[O:11]. Given the reactants [F:1][C:2]1[CH:7]=[CH:6][CH:5]=[CH:4][C:3]=1[CH2:8][C:9]([OH:11])=O.S(Cl)([Cl:14])=O, predict the reaction product. (6) The product is: [C:1]([O:5][C:6]([N:8]1[CH2:13][CH2:12][C:11]([CH:20]2[CH2:21][CH2:22][CH2:23][CH2:24][CH2:25]2)([CH2:14][CH2:15][C:16]([O:18][CH3:19])=[O:17])[CH2:10][CH2:9]1)=[O:7])([CH3:4])([CH3:2])[CH3:3]. Given the reactants [C:1]([O:5][C:6]([N:8]1[CH2:13][CH2:12][C:11]([CH:20]2[CH2:25][CH2:24][CH2:23][CH2:22][CH2:21]2)([CH:14]=[CH:15][C:16]([O:18][CH3:19])=[O:17])[CH2:10][CH2:9]1)=[O:7])([CH3:4])([CH3:3])[CH3:2], predict the reaction product.